From a dataset of Full USPTO retrosynthesis dataset with 1.9M reactions from patents (1976-2016). Predict the reactants needed to synthesize the given product. (1) Given the product [N+:27]([C:30]1[CH:35]=[CH:34][C:33]([C:8]2[C:16]3[C:11](=[CH:12][C:13]([NH2:17])=[CH:14][CH:15]=3)[N:10]([S:18]([C:21]3[CH:26]=[CH:25][CH:24]=[CH:23][CH:22]=3)(=[O:20])=[O:19])[CH:9]=2)=[CH:32][CH:31]=1)([O-:29])=[O:28], predict the reactants needed to synthesize it. The reactants are: C(=O)([O-])[O-].[K+].[K+].Br[C:8]1[C:16]2[C:11](=[CH:12][C:13]([NH2:17])=[CH:14][CH:15]=2)[N:10]([S:18]([C:21]2[CH:26]=[CH:25][CH:24]=[CH:23][CH:22]=2)(=[O:20])=[O:19])[CH:9]=1.[N+:27]([C:30]1[CH:35]=[CH:34][C:33](B(O)O)=[CH:32][CH:31]=1)([O-:29])=[O:28]. (2) Given the product [OH:2][C:3]1[CH:28]=[CH:27][C:6]([O:7][C:8]2[C:9]([CH3:26])=[CH:10][C:11]([NH:17][C:18](=[O:25])[CH2:19][C:20]([OH:22])=[O:21])=[C:12]3[C:16]=2[CH2:15][CH2:14][CH2:13]3)=[CH:5][C:4]=1[CH2:29][CH2:30][C:31]1[CH:36]=[CH:35][C:34]([OH:37])=[CH:33][CH:32]=1, predict the reactants needed to synthesize it. The reactants are: C[O:2][C:3]1[CH:28]=[CH:27][C:6]([O:7][C:8]2[C:9]([CH3:26])=[CH:10][C:11]([NH:17][C:18](=[O:25])[CH2:19][C:20]([O:22]CC)=[O:21])=[C:12]3[C:16]=2[CH2:15][CH2:14][CH2:13]3)=[CH:5][C:4]=1[CH2:29][CH2:30][C:31]1[CH:36]=[CH:35][C:34]([O:37]C)=[CH:33][CH:32]=1.B(Br)(Br)Br.CO.Cl. (3) Given the product [CH2:1]([O:8][C:9]1[CH:16]=[CH:15][C:14]([O:17][C:18]([F:19])([F:20])[F:21])=[CH:13][C:10]=1[CH2:11][OH:12])[C:2]1[CH:3]=[CH:4][CH:5]=[CH:6][CH:7]=1, predict the reactants needed to synthesize it. The reactants are: [CH2:1]([O:8][C:9]1[CH:16]=[CH:15][C:14]([O:17][C:18]([F:21])([F:20])[F:19])=[CH:13][C:10]=1[CH:11]=[O:12])[C:2]1[CH:7]=[CH:6][CH:5]=[CH:4][CH:3]=1.[BH4-].[Na+].[Cl-].[NH4+].C(OCC)(=O)C. (4) Given the product [CH3:17][C:12]1[C:11]([C:8]2[CH:9]=[C:10]3[C:5](=[CH:6][CH:7]=2)[NH:4][C:3](=[O:18])[C:2]3([NH:33][CH2:34][CH2:35][OH:36])[C:19]2[CH:23]=[CH:22][S:21][CH:20]=2)=[C:15]([CH3:16])[O:14][N:13]=1, predict the reactants needed to synthesize it. The reactants are: Cl[C:2]1([C:19]2[CH:23]=[CH:22][S:21][CH:20]=2)[C:10]2[C:5](=[CH:6][CH:7]=[C:8]([C:11]3[C:12]([CH3:17])=[N:13][O:14][C:15]=3[CH3:16])[CH:9]=2)[NH:4][C:3]1=[O:18].CCN(C(C)C)C(C)C.[NH2:33][CH2:34][CH2:35][OH:36]. (5) Given the product [Br:1][C:2]1[CH:3]=[C:4]2[C:9](=[CH:10][CH:11]=1)[N:8]=[C:7]([O:12][CH3:13])[C:6]([CH:14]([N:22]1[CH:26]=[CH:25][N:24]=[CH:23]1)[C:15]1[CH:20]=[CH:19][CH:18]=[CH:17][CH:16]=1)=[CH:5]2, predict the reactants needed to synthesize it. The reactants are: [Br:1][C:2]1[CH:3]=[C:4]2[C:9](=[CH:10][CH:11]=1)[N:8]=[C:7]([O:12][CH3:13])[C:6]([CH:14](Br)[C:15]1[CH:20]=[CH:19][CH:18]=[CH:17][CH:16]=1)=[CH:5]2.[NH:22]1[CH:26]=[CH:25][N:24]=[CH:23]1.C(=O)([O-])[O-].[K+].[K+]. (6) Given the product [Cl:1][C:2]1[CH:7]=[CH:6][CH:5]=[CH:4][C:3]=1[CH2:8][C:9]1[N:19]([C:15]2[CH:16]=[CH:17][CH:18]=[C:13]([Cl:12])[CH:14]=2)[C:20](=[S:23])[NH:21][N:22]=1, predict the reactants needed to synthesize it. The reactants are: [Cl:1][C:2]1[CH:7]=[CH:6][CH:5]=[CH:4][C:3]=1[CH2:8][C:9](O)=O.[Cl:12][C:13]1[CH:14]=[C:15]([NH:19][C:20](=[S:23])[NH:21][NH2:22])[CH:16]=[CH:17][CH:18]=1. (7) Given the product [CH3:51][O:52][C:56]([C:2]1[CH:3]=[C:4]2[C:9](=[CH:10][CH:11]=1)[N:8]=[C:7]([C:12]([CH3:14])=[CH2:13])[CH:6]=[CH:5]2)=[O:57], predict the reactants needed to synthesize it. The reactants are: Br[C:2]1[CH:3]=[C:4]2[C:9](=[CH:10][CH:11]=1)[N:8]=[C:7]([C:12]([CH3:14])=[CH2:13])[CH:6]=[CH:5]2.C1(P(C2C=CC=CC=2)CCCP(C2C=CC=CC=2)C2C=CC=CC=2)C=CC=CC=1.C(N(CC)CC)C.[CH3:51][OH:52].CN([CH:56]=[O:57])C.